Dataset: Full USPTO retrosynthesis dataset with 1.9M reactions from patents (1976-2016). Task: Predict the reactants needed to synthesize the given product. (1) Given the product [O:35]=[C:34]([N:9]1[CH2:10][CH2:11][CH2:12][C@H:8]1[B:6]1[O:5][C@@H:4]2[CH2:13][CH:14]3[CH2:17][CH:16]([C@:3]2([CH3:2])[O:7]1)[C:15]3([CH3:19])[CH3:18])[CH2:33][NH:32][C:30]([C:23]1[C:24]2[C:29](=[CH:28][CH:27]=[CH:26][CH:25]=2)[N:20]=[CH:21][CH:22]=1)=[O:31], predict the reactants needed to synthesize it. The reactants are: Cl.[CH3:2][C@:3]12[CH:16]3[CH2:17][CH:14]([C:15]3([CH3:19])[CH3:18])[CH2:13][C@H:4]1[O:5][B:6]([C@@H:8]1[CH2:12][CH2:11][CH2:10][NH:9]1)[O:7]2.[N:20]1[C:29]2[C:24](=[CH:25][CH:26]=[CH:27][CH:28]=2)[C:23]([C:30]([NH:32][CH2:33][C:34](O)=[O:35])=[O:31])=[CH:22][CH:21]=1.CN(C(ON1N=NC2C=CC=NC1=2)=[N+](C)C)C.F[P-](F)(F)(F)(F)F.CCN(C(C)C)C(C)C. (2) Given the product [Br:1][C:2]1[CH:3]=[C:4]([NH:5][C:17]([NH:16][C:13]2[S:14][CH:15]=[C:11]([CH3:10])[N:12]=2)=[O:18])[CH:6]=[CH:7][C:8]=1[F:9], predict the reactants needed to synthesize it. The reactants are: [Br:1][C:2]1[CH:3]=[C:4]([CH:6]=[CH:7][C:8]=1[F:9])[NH2:5].[CH3:10][C:11]1[N:12]=[C:13]([NH:16][C:17](=O)[O:18]C2C=CC=CC=2)[S:14][CH:15]=1. (3) Given the product [Cl:7][C:8]([Cl:13])([Cl:12])[C:9]([C:3]1[N:2]([CH3:1])[CH:6]=[CH:5][N:4]=1)=[O:10], predict the reactants needed to synthesize it. The reactants are: [CH3:1][N:2]1[CH:6]=[CH:5][N:4]=[CH:3]1.[Cl:7][C:8]([Cl:13])([Cl:12])[C:9](Cl)=[O:10].C(N(CC)CC)C. (4) Given the product [C:1]([C:3]1[CH:4]=[C:5]([C:13]2[O:17][N:16]=[C:15]([C:18]3[CH:19]=[C:20]4[C:24](=[C:25]([F:27])[CH:26]=3)[NH:23][C:22]([CH2:28][CH2:29][C:30]([OH:32])=[O:31])=[CH:21]4)[N:14]=2)[CH:6]=[CH:7][C:8]=1[O:9][CH:10]([CH3:12])[CH3:11])#[N:2], predict the reactants needed to synthesize it. The reactants are: [C:1]([C:3]1[CH:4]=[C:5]([C:13]2[O:17][N:16]=[C:15]([C:18]3[CH:19]=[C:20]4[C:24](=[C:25]([F:27])[CH:26]=3)[NH:23][C:22]([CH2:28][CH2:29][C:30]([O:32]CC)=[O:31])=[CH:21]4)[N:14]=2)[CH:6]=[CH:7][C:8]=1[O:9][CH:10]([CH3:12])[CH3:11])#[N:2].[OH-].[Na+].Cl. (5) Given the product [C:1]([O:5][C:6]([N:8]1[CH2:9][CH2:10][N:11]([C:14]2[CH:19]=[CH:18][CH:17]=[C:16]([C:20]3[N:28]4[C:23]([C:24]([NH2:29])=[N:25][CH:26]=[N:27]4)=[C:22]([Br:35])[CH:21]=3)[CH:15]=2)[CH2:12][CH2:13]1)=[O:7])([CH3:4])([CH3:2])[CH3:3], predict the reactants needed to synthesize it. The reactants are: [C:1]([O:5][C:6]([N:8]1[CH2:13][CH2:12][N:11]([C:14]2[CH:19]=[CH:18][CH:17]=[C:16]([C:20]3[N:28]4[C:23]([C:24]([NH2:29])=[N:25][CH:26]=[N:27]4)=[CH:22][CH:21]=3)[CH:15]=2)[CH2:10][CH2:9]1)=[O:7])([CH3:4])([CH3:3])[CH3:2].C1COCC1.[Br:35]N1C(C)(C)C(=O)N(Br)C1=O.CCOC(C)=O. (6) The reactants are: [Br:1][C:2]1[CH:7]=[CH:6][C:5]([N+:8]([O-])=O)=[C:4]([CH2:11][CH:12]([O:15][CH3:16])[O:13][CH3:14])[CH:3]=1.S(S([O-])=O)([O-])=O.[Na+].[Na+].C(=O)(O)[O-].[Na+]. Given the product [Br:1][C:2]1[CH:7]=[CH:6][C:5]([NH2:8])=[C:4]([CH2:11][CH:12]([O:15][CH3:16])[O:13][CH3:14])[CH:3]=1, predict the reactants needed to synthesize it.